The task is: Regression. Given two drug SMILES strings and cell line genomic features, predict the synergy score measuring deviation from expected non-interaction effect.. This data is from NCI-60 drug combinations with 297,098 pairs across 59 cell lines. (1) Drug 1: CC1=C(C(=CC=C1)Cl)NC(=O)C2=CN=C(S2)NC3=CC(=NC(=N3)C)N4CCN(CC4)CCO. Drug 2: C1=NC2=C(N1)C(=S)N=CN2. Cell line: SW-620. Synergy scores: CSS=9.92, Synergy_ZIP=1.70, Synergy_Bliss=11.7, Synergy_Loewe=-3.75, Synergy_HSA=-0.959. (2) Cell line: MOLT-4. Synergy scores: CSS=65.8, Synergy_ZIP=-0.474, Synergy_Bliss=-0.268, Synergy_Loewe=-4.96, Synergy_HSA=0.134. Drug 1: C1=NC2=C(N=C(N=C2N1C3C(C(C(O3)CO)O)O)F)N. Drug 2: C1CN(CCN1C(=O)CCBr)C(=O)CCBr. (3) Drug 1: C1CC(=O)NC(=O)C1N2CC3=C(C2=O)C=CC=C3N. Drug 2: CC1C(C(CC(O1)OC2CC(CC3=C2C(=C4C(=C3O)C(=O)C5=CC=CC=C5C4=O)O)(C(=O)C)O)N)O. Cell line: HL-60(TB). Synergy scores: CSS=39.9, Synergy_ZIP=5.62, Synergy_Bliss=4.57, Synergy_Loewe=-28.8, Synergy_HSA=4.04. (4) Drug 1: C1=CC(=CC=C1C#N)C(C2=CC=C(C=C2)C#N)N3C=NC=N3. Drug 2: C1CN1P(=S)(N2CC2)N3CC3. Cell line: M14. Synergy scores: CSS=20.9, Synergy_ZIP=-5.72, Synergy_Bliss=0.702, Synergy_Loewe=4.74, Synergy_HSA=3.47. (5) Drug 1: C1CCC(CC1)NC(=O)N(CCCl)N=O. Drug 2: CC(C)NC(=O)C1=CC=C(C=C1)CNNC.Cl. Cell line: OVCAR3. Synergy scores: CSS=13.2, Synergy_ZIP=-2.44, Synergy_Bliss=2.49, Synergy_Loewe=0.458, Synergy_HSA=0.800. (6) Drug 1: CC1C(C(CC(O1)OC2CC(CC3=C2C(=C4C(=C3O)C(=O)C5=C(C4=O)C(=CC=C5)OC)O)(C(=O)C)O)N)O.Cl. Drug 2: C(=O)(N)NO. Cell line: K-562. Synergy scores: CSS=34.5, Synergy_ZIP=4.49, Synergy_Bliss=6.85, Synergy_Loewe=-6.70, Synergy_HSA=5.05. (7) Drug 1: C1CC(C1)(C(=O)O)C(=O)O.[NH2-].[NH2-].[Pt+2]. Drug 2: CCCCC(=O)OCC(=O)C1(CC(C2=C(C1)C(=C3C(=C2O)C(=O)C4=C(C3=O)C=CC=C4OC)O)OC5CC(C(C(O5)C)O)NC(=O)C(F)(F)F)O. Cell line: SF-539. Synergy scores: CSS=33.2, Synergy_ZIP=-1.63, Synergy_Bliss=-0.856, Synergy_Loewe=-16.3, Synergy_HSA=-1.85.